Dataset: Peptide-MHC class I binding affinity with 185,985 pairs from IEDB/IMGT. Task: Regression. Given a peptide amino acid sequence and an MHC pseudo amino acid sequence, predict their binding affinity value. This is MHC class I binding data. (1) The peptide sequence is ITAALAWSL. The MHC is HLA-A01:01 with pseudo-sequence HLA-A01:01. The binding affinity (normalized) is 0.0847. (2) The MHC is HLA-A11:01 with pseudo-sequence HLA-A11:01. The binding affinity (normalized) is 0.354. The peptide sequence is ILEYLYIMR.